Dataset: NCI-60 drug combinations with 297,098 pairs across 59 cell lines. Task: Regression. Given two drug SMILES strings and cell line genomic features, predict the synergy score measuring deviation from expected non-interaction effect. (1) Drug 1: CC1=CC2C(CCC3(C2CCC3(C(=O)C)OC(=O)C)C)C4(C1=CC(=O)CC4)C. Drug 2: C1=NC2=C(N1)C(=S)N=CN2. Cell line: SW-620. Synergy scores: CSS=4.88, Synergy_ZIP=-4.39, Synergy_Bliss=-5.33, Synergy_Loewe=-24.8, Synergy_HSA=-7.77. (2) Drug 1: C1=NC2=C(N1)C(=S)N=C(N2)N. Drug 2: CC12CCC3C(C1CCC2O)C(CC4=C3C=CC(=C4)O)CCCCCCCCCS(=O)CCCC(C(F)(F)F)(F)F. Cell line: RXF 393. Synergy scores: CSS=1.69, Synergy_ZIP=-6.43, Synergy_Bliss=-3.59, Synergy_Loewe=-3.10, Synergy_HSA=-2.78. (3) Drug 1: CC1=C(C(CCC1)(C)C)C=CC(=CC=CC(=CC(=O)O)C)C. Drug 2: C(CC(=O)O)C(=O)CN.Cl. Cell line: TK-10. Synergy scores: CSS=6.73, Synergy_ZIP=-1.89, Synergy_Bliss=-0.992, Synergy_Loewe=0.416, Synergy_HSA=0.101. (4) Drug 1: CC12CCC3C(C1CCC2=O)CC(=C)C4=CC(=O)C=CC34C. Drug 2: CC(C)NC(=O)C1=CC=C(C=C1)CNNC.Cl. Cell line: K-562. Synergy scores: CSS=46.9, Synergy_ZIP=-0.627, Synergy_Bliss=-3.16, Synergy_Loewe=-7.36, Synergy_HSA=-5.08. (5) Drug 1: CC=C1C(=O)NC(C(=O)OC2CC(=O)NC(C(=O)NC(CSSCCC=C2)C(=O)N1)C(C)C)C(C)C. Drug 2: C1=CC=C(C(=C1)C(C2=CC=C(C=C2)Cl)C(Cl)Cl)Cl. Cell line: A498. Synergy scores: CSS=21.7, Synergy_ZIP=-0.184, Synergy_Bliss=0.384, Synergy_Loewe=-19.0, Synergy_HSA=-0.0302. (6) Drug 1: CC(C1=C(C=CC(=C1Cl)F)Cl)OC2=C(N=CC(=C2)C3=CN(N=C3)C4CCNCC4)N. Drug 2: C1C(C(OC1N2C=NC3=C(N=C(N=C32)Cl)N)CO)O. Cell line: ACHN. Synergy scores: CSS=11.0, Synergy_ZIP=-6.28, Synergy_Bliss=0.108, Synergy_Loewe=-6.12, Synergy_HSA=0.526. (7) Drug 1: CC12CCC3C(C1CCC2O)C(CC4=C3C=CC(=C4)O)CCCCCCCCCS(=O)CCCC(C(F)(F)F)(F)F. Drug 2: C1=NC2=C(N=C(N=C2N1C3C(C(C(O3)CO)O)F)Cl)N. Cell line: OVCAR-5. Synergy scores: CSS=7.27, Synergy_ZIP=0.250, Synergy_Bliss=5.01, Synergy_Loewe=4.20, Synergy_HSA=3.96. (8) Drug 1: CC1=CC=C(C=C1)C2=CC(=NN2C3=CC=C(C=C3)S(=O)(=O)N)C(F)(F)F. Drug 2: CC1CCC2CC(C(=CC=CC=CC(CC(C(=O)C(C(C(=CC(C(=O)CC(OC(=O)C3CCCCN3C(=O)C(=O)C1(O2)O)C(C)CC4CCC(C(C4)OC)OCCO)C)C)O)OC)C)C)C)OC. Cell line: 786-0. Synergy scores: CSS=4.77, Synergy_ZIP=3.70, Synergy_Bliss=0.962, Synergy_Loewe=-1.68, Synergy_HSA=-1.46. (9) Drug 1: C1CN1C2=NC(=NC(=N2)N3CC3)N4CC4. Drug 2: C1CC(=O)NC(=O)C1N2C(=O)C3=CC=CC=C3C2=O. Cell line: NCI-H460. Synergy scores: CSS=54.6, Synergy_ZIP=5.78, Synergy_Bliss=4.06, Synergy_Loewe=-24.4, Synergy_HSA=3.63. (10) Drug 1: C1CNP(=O)(OC1)N(CCCl)CCCl. Drug 2: C1C(C(OC1N2C=NC3=C2NC=NCC3O)CO)O. Cell line: UO-31. Synergy scores: CSS=2.35, Synergy_ZIP=0.602, Synergy_Bliss=-0.855, Synergy_Loewe=0.612, Synergy_HSA=-0.609.